From a dataset of NCI-60 drug combinations with 297,098 pairs across 59 cell lines. Regression. Given two drug SMILES strings and cell line genomic features, predict the synergy score measuring deviation from expected non-interaction effect. (1) Drug 1: CCCS(=O)(=O)NC1=C(C(=C(C=C1)F)C(=O)C2=CNC3=C2C=C(C=N3)C4=CC=C(C=C4)Cl)F. Drug 2: CC1=C(C(=CC=C1)Cl)NC(=O)C2=CN=C(S2)NC3=CC(=NC(=N3)C)N4CCN(CC4)CCO. Cell line: SF-295. Synergy scores: CSS=3.51, Synergy_ZIP=-0.817, Synergy_Bliss=2.35, Synergy_Loewe=0.698, Synergy_HSA=2.06. (2) Drug 1: C1=CC(=CC=C1CC(C(=O)O)N)N(CCCl)CCCl.Cl. Drug 2: CCC(=C(C1=CC=CC=C1)C2=CC=C(C=C2)OCCN(C)C)C3=CC=CC=C3.C(C(=O)O)C(CC(=O)O)(C(=O)O)O. Cell line: SK-MEL-28. Synergy scores: CSS=1.82, Synergy_ZIP=0.386, Synergy_Bliss=5.57, Synergy_Loewe=0.285, Synergy_HSA=0.826. (3) Drug 2: COC1=C2C(=CC3=C1OC=C3)C=CC(=O)O2. Synergy scores: CSS=37.3, Synergy_ZIP=-7.11, Synergy_Bliss=-1.86, Synergy_Loewe=-29.9, Synergy_HSA=-1.12. Drug 1: C1=NC2=C(N1)C(=S)N=CN2. Cell line: SNB-75. (4) Drug 1: C1CC(C1)(C(=O)O)C(=O)O.[NH2-].[NH2-].[Pt+2]. Drug 2: C1=NC(=NC(=O)N1C2C(C(C(O2)CO)O)O)N. Cell line: LOX IMVI. Synergy scores: CSS=38.4, Synergy_ZIP=-11.8, Synergy_Bliss=-5.14, Synergy_Loewe=-12.8, Synergy_HSA=-5.25. (5) Drug 1: CCC1=CC2CC(C3=C(CN(C2)C1)C4=CC=CC=C4N3)(C5=C(C=C6C(=C5)C78CCN9C7C(C=CC9)(C(C(C8N6C)(C(=O)OC)O)OC(=O)C)CC)OC)C(=O)OC.C(C(C(=O)O)O)(C(=O)O)O. Drug 2: CC1C(C(CC(O1)OC2CC(CC3=C2C(=C4C(=C3O)C(=O)C5=CC=CC=C5C4=O)O)(C(=O)C)O)N)O. Cell line: OVCAR-4. Synergy scores: CSS=28.6, Synergy_ZIP=1.74, Synergy_Bliss=4.30, Synergy_Loewe=-1.95, Synergy_HSA=5.61. (6) Cell line: A549. Drug 1: CC12CCC3C(C1CCC2OP(=O)(O)O)CCC4=C3C=CC(=C4)OC(=O)N(CCCl)CCCl.[Na+]. Drug 2: CC1C(C(CC(O1)OC2CC(CC3=C2C(=C4C(=C3O)C(=O)C5=CC=CC=C5C4=O)O)(C(=O)C)O)N)O. Synergy scores: CSS=71.9, Synergy_ZIP=9.63, Synergy_Bliss=12.4, Synergy_Loewe=-25.9, Synergy_HSA=13.3. (7) Drug 1: CN1C(=O)N2C=NC(=C2N=N1)C(=O)N. Drug 2: CC12CCC3C(C1CCC2OP(=O)(O)O)CCC4=C3C=CC(=C4)OC(=O)N(CCCl)CCCl.[Na+]. Cell line: A549. Synergy scores: CSS=-0.666, Synergy_ZIP=-3.52, Synergy_Bliss=-5.83, Synergy_Loewe=-13.4, Synergy_HSA=-7.67. (8) Drug 1: C1=C(C(=O)NC(=O)N1)N(CCCl)CCCl. Drug 2: CCCCCOC(=O)NC1=NC(=O)N(C=C1F)C2C(C(C(O2)C)O)O. Cell line: MALME-3M. Synergy scores: CSS=2.69, Synergy_ZIP=-5.49, Synergy_Bliss=-4.18, Synergy_Loewe=-20.2, Synergy_HSA=-5.88. (9) Drug 1: C1CCC(CC1)NC(=O)N(CCCl)N=O. Drug 2: C1=CC(=CC=C1CCCC(=O)O)N(CCCl)CCCl. Cell line: T-47D. Synergy scores: CSS=35.8, Synergy_ZIP=1.73, Synergy_Bliss=2.98, Synergy_Loewe=0.715, Synergy_HSA=4.66. (10) Drug 1: CN1CCC(CC1)COC2=C(C=C3C(=C2)N=CN=C3NC4=C(C=C(C=C4)Br)F)OC. Drug 2: CC1=C2C(C(=O)C3(C(CC4C(C3C(C(C2(C)C)(CC1OC(=O)C(C(C5=CC=CC=C5)NC(=O)OC(C)(C)C)O)O)OC(=O)C6=CC=CC=C6)(CO4)OC(=O)C)O)C)O. Cell line: OVCAR-8. Synergy scores: CSS=26.6, Synergy_ZIP=5.32, Synergy_Bliss=8.57, Synergy_Loewe=-13.8, Synergy_HSA=8.08.